This data is from Forward reaction prediction with 1.9M reactions from USPTO patents (1976-2016). The task is: Predict the product of the given reaction. (1) Given the reactants [Cl:1][C:2]1[CH:7]=[CH:6][C:5](B(O)O)=[CH:4][C:3]=1[C:11]([NH:13][CH2:14][C:15]12[CH2:24][CH:19]3[CH2:20][CH:21]([CH2:23][CH:17]([CH2:18]3)[CH2:16]1)[CH2:22]2)=[O:12].Br[C:26]1[CH:30]=[CH:29][S:28][C:27]=1[C:31]([O:33][CH3:34])=[O:32].C(=O)([O-])[O-].[K+].[K+], predict the reaction product. The product is: [Cl:1][C:2]1[CH:7]=[CH:6][C:5]([C:26]2[CH:30]=[CH:29][S:28][C:27]=2[C:31]([O:33][CH3:34])=[O:32])=[CH:4][C:3]=1[C:11]([NH:13][CH2:14][C:15]12[CH2:24][CH:19]3[CH2:20][CH:21]([CH2:23][CH:17]([CH2:18]3)[CH2:16]1)[CH2:22]2)=[O:12]. (2) Given the reactants O.[OH-].[Li+].[C:4]([C:8]1[CH:12]=[C:11]([C:13]([F:16])([F:15])[F:14])[N:10]([CH2:17][C:18]([O:20]CC)=[O:19])[N:9]=1)([CH3:7])([CH3:6])[CH3:5], predict the reaction product. The product is: [C:4]([C:8]1[CH:12]=[C:11]([C:13]([F:16])([F:14])[F:15])[N:10]([CH2:17][C:18]([OH:20])=[O:19])[N:9]=1)([CH3:7])([CH3:5])[CH3:6]. (3) The product is: [NH2:12][C:4]1[CH:5]=[C:6]([C:9](=[O:11])[CH3:10])[CH:7]=[CH:8][C:3]=1[CH2:1][CH3:2]. Given the reactants [CH2:1]([C:3]1[CH:8]=[CH:7][C:6]([C:9](=[O:11])[CH3:10])=[CH:5][C:4]=1[N+:12]([O-])=O)[CH3:2].N, predict the reaction product. (4) Given the reactants [F:1][C:2]1[CH:3]=[C:4]2[C:8](=[CH:9][CH:10]=1)[NH:7][C:6](=[O:11])/[C:5]/2=[CH:12]\[C:13]1[NH:17][C:16]([CH3:18])=[C:15]([C:19](O)=[O:20])[C:14]=1[CH3:22].Cl.O[N:25]1[C:29]2[CH:30]=[CH:31][CH:32]=[CH:33]C=2N=N1.[NH2:34][CH2:35][CH2:36]C1C=CC=CN=1, predict the reaction product. The product is: [N:25]1([CH2:36][CH2:35][NH:34][C:19]([C:15]2[C:14]([CH3:22])=[C:13](/[CH:12]=[C:5]3\[C:6](=[O:11])[NH:7][C:8]4[C:4]\3=[CH:3][C:2]([F:1])=[CH:10][CH:9]=4)[NH:17][C:16]=2[CH3:18])=[O:20])[CH:29]=[CH:30][CH:31]=[CH:32][CH2:33]1. (5) The product is: [C:7]1([C:16]2[CH:21]=[CH:20][CH:19]=[CH:18][CH:17]=2)[CH:12]=[CH:11][CH:10]=[C:9]([C:13]([NH:22][C:23]2[CH:35]=[C:34]([O:36][C:37]3[CH:42]=[CH:41][CH:40]=[CH:39][CH:38]=3)[CH:33]=[CH:32][C:24]=2[C:25]([O:27][C:28]([CH3:29])([CH3:30])[CH3:31])=[O:26])=[O:15])[CH:8]=1. Given the reactants C(Cl)(=O)C(Cl)=O.[C:7]1([C:16]2[CH:21]=[CH:20][CH:19]=[CH:18][CH:17]=2)[CH:12]=[CH:11][CH:10]=[C:9]([C:13]([OH:15])=O)[CH:8]=1.[NH2:22][C:23]1[CH:35]=[C:34]([O:36][C:37]2[CH:42]=[CH:41][CH:40]=[CH:39][CH:38]=2)[CH:33]=[CH:32][C:24]=1[C:25]([O:27][C:28]([CH3:31])([CH3:30])[CH3:29])=[O:26].Cl, predict the reaction product. (6) Given the reactants Br[C:2]1[CH:3]=[C:4]([C:8]2[N:17]=[C:16]([C:18]([O:20][CH2:21][CH3:22])=[O:19])[C:15]3[C:10](=[C:11]([F:23])[CH:12]=[CH:13][CH:14]=3)[N:9]=2)[CH:5]=[CH:6][CH:7]=1.[C:24]([C@:26]1([OH:33])[CH2:30][CH2:29][N:28]([CH3:31])[C:27]1=[O:32])#[CH:25], predict the reaction product. The product is: [F:23][C:11]1[CH:12]=[CH:13][CH:14]=[C:15]2[C:10]=1[N:9]=[C:8]([C:4]1[CH:5]=[CH:6][CH:7]=[C:2]([C:25]#[C:24][C@:26]3([OH:33])[CH2:30][CH2:29][N:28]([CH3:31])[C:27]3=[O:32])[CH:3]=1)[N:17]=[C:16]2[C:18]([O:20][CH2:21][CH3:22])=[O:19]. (7) Given the reactants [CH3:1][N:2]([CH3:25])[C@H:3]1[CH2:7][CH2:6][N:5]([C:8]2[C:13]([C:14]3[CH:19]=[CH:18][CH:17]=[CH:16][CH:15]=3)=[CH:12][C:11]([C:20]#[N:21])=[C:10]([N+:22]([O-])=O)[CH:9]=2)[CH2:4]1.C(O)(=O)C.O.O.[Sn](Cl)Cl.[OH-].[Na+], predict the reaction product. The product is: [NH2:22][C:10]1[CH:9]=[C:8]([N:5]2[CH2:6][CH2:7][C@H:3]([N:2]([CH3:1])[CH3:25])[CH2:4]2)[C:13]([C:14]2[CH:15]=[CH:16][CH:17]=[CH:18][CH:19]=2)=[CH:12][C:11]=1[C:20]#[N:21]. (8) Given the reactants [CH2:1]([O:8][C:9]1[CH:10]=[C:11]([C:15]2[CH:31]=[C:18]3[N:19]=[C:20]([CH3:30])[C:21]([CH:24]([OH:29])[C:25]([O:27][CH3:28])=[O:26])=[C:22]([Cl:23])[N:17]3[N:16]=2)[CH:12]=[CH:13][CH:14]=1)[C:2]1[CH:7]=[CH:6][CH:5]=[CH:4][CH:3]=1.C(Cl)Cl.Cl(O)(=O)(=O)=O, predict the reaction product. The product is: [CH2:1]([O:8][C:9]1[CH:10]=[C:11]([C:15]2[CH:31]=[C:18]3[N:19]=[C:20]([CH3:30])[C:21]([CH:24]([O:29][C:2]([CH3:7])([CH3:3])[CH3:1])[C:25]([O:27][CH3:28])=[O:26])=[C:22]([Cl:23])[N:17]3[N:16]=2)[CH:12]=[CH:13][CH:14]=1)[C:2]1[CH:3]=[CH:4][CH:5]=[CH:6][CH:7]=1. (9) Given the reactants C([NH2:4])(=O)C.[C:5]([C:9]1[CH:49]=[CH:48][C:12]([C:13]([NH:15][C@H:16]([C:44]([O:46][CH3:47])=[O:45])[CH2:17][C:18]2[CH:43]=[CH:42][C:21]([C:22]([O:24][CH2:25][C:26]([C:28]3[CH:33]=[CH:32][C:31]([O:34][CH2:35][CH2:36][CH2:37][CH2:38][CH2:39][CH2:40][CH3:41])=[CH:30][CH:29]=3)=O)=O)=[CH:20][CH:19]=2)=[O:14])=[CH:11][CH:10]=1)([CH3:8])([CH3:7])[CH3:6], predict the reaction product. The product is: [C:5]([C:9]1[CH:49]=[CH:48][C:12]([C:13]([NH:15][C@@H:16]([CH2:17][C:18]2[CH:43]=[CH:42][C:21]([C:22]3[O:24][CH:25]=[C:26]([C:28]4[CH:33]=[CH:32][C:31]([O:34][CH2:35][CH2:36][CH2:37][CH2:38][CH2:39][CH2:40][CH3:41])=[CH:30][CH:29]=4)[N:4]=3)=[CH:20][CH:19]=2)[C:44]([O:46][CH3:47])=[O:45])=[O:14])=[CH:11][CH:10]=1)([CH3:8])([CH3:7])[CH3:6].